This data is from Reaction yield outcomes from USPTO patents with 853,638 reactions. The task is: Predict the reaction yield, written as a fraction of the theoretical maximum amount of product (1.0 means a 100% yield; for example, 0.34 means a 34% yield). (1) The reactants are N[C:2]1[C:7]([N+:8]([O-:10])=[O:9])=[CH:6][C:5]([Br:11])=[CH:4][N:3]=1.C(ON=O)(C)(C)C.[C:19](#[N:21])C. No catalyst specified. The product is [Br:11][C:5]1[CH:6]=[C:7]([N+:8]([O-:10])=[O:9])[C:2]([C:19]#[N:21])=[N:3][CH:4]=1. The yield is 0.410. (2) The reactants are N1C(C)=CC=CC=1C.[CH2:9]([O:16][C:17]1[CH:18]=[CH:19][C:20]([C@@H:28]([OH:31])[CH2:29][Br:30])=[C:21]2[C:26]=1[NH:25][C:24](=[O:27])[CH:23]=[CH:22]2)[C:10]1[CH:15]=[CH:14][CH:13]=[CH:12][CH:11]=1.FC(F)(F)S(O[Si:38]([C:41]([CH3:44])([CH3:43])[CH3:42])([CH3:40])[CH3:39])(=O)=O. The catalyst is C(Cl)Cl. The product is [CH2:9]([O:16][C:17]1[CH:18]=[CH:19][C:20]([C@@H:28]([O:31][Si:38]([C:41]([CH3:44])([CH3:43])[CH3:42])([CH3:40])[CH3:39])[CH2:29][Br:30])=[C:21]2[C:26]=1[NH:25][C:24](=[O:27])[CH:23]=[CH:22]2)[C:10]1[CH:11]=[CH:12][CH:13]=[CH:14][CH:15]=1. The yield is 0.850. (3) The reactants are [NH2:1][C:2]1[C:3](=[O:9])[N:4]([CH3:8])[N:5]=[CH:6][CH:7]=1.[Cl:10][C:11]1[CH:23]=[CH:22][C:21]([CH3:24])=[CH:20][C:12]=1[O:13][CH:14]1[CH2:19][CH2:18][NH:17][CH2:16][CH2:15]1.Cl.FC(F)(F)C1C=CC=C[C:29]=1[O:30]C1CCNCC1. No catalyst specified. The product is [CH3:8][N:4]1[C:3](=[O:9])[C:2]([NH:1][C:29]([N:17]2[CH2:18][CH2:19][CH:14]([O:13][C:12]3[CH:20]=[C:21]([CH3:24])[CH:22]=[CH:23][C:11]=3[Cl:10])[CH2:15][CH2:16]2)=[O:30])=[CH:7][CH:6]=[N:5]1. The yield is 0.280. (4) The reactants are N(OC(C)(C)C)=O.[CH2:8]([O:10][C:11]([C:13]1[C:22](=[O:23])[C:21]2[C:16](=[N:17][C:18](N)=[C:19]([CH2:24][C:25]3[CH:30]=[CH:29][CH:28]=[C:27]([Cl:31])[C:26]=3[F:32])[CH:20]=2)[N:15]([C@H:34]([C:39]([CH3:47])([CH3:46])[O:40][SiH2:41][C:42]([CH3:45])([CH3:44])[CH3:43])[C:35]([CH3:38])([CH3:37])[CH3:36])[CH:14]=1)=[O:12])[CH3:9].C(Br)(Br)[Br:49]. The catalyst is C(#N)C.[Cu](Br)Br. The product is [CH2:8]([O:10][C:11]([C:13]1[C:22](=[O:23])[C:21]2[C:16](=[N:17][C:18]([Br:49])=[C:19]([CH2:24][C:25]3[CH:30]=[CH:29][CH:28]=[C:27]([Cl:31])[C:26]=3[F:32])[CH:20]=2)[N:15]([C@H:34]([C:39]([CH3:47])([CH3:46])[O:40][SiH2:41][C:42]([CH3:45])([CH3:44])[CH3:43])[C:35]([CH3:38])([CH3:37])[CH3:36])[CH:14]=1)=[O:12])[CH3:9]. The yield is 0.630. (5) The reactants are [F:1][C:2]1[CH:3]=[C:4]([CH:8]([NH:14][C:15]2[CH:20]=[CH:19][CH:18]=[C:17]([F:21])[CH:16]=2)[C:9]([O:11]CC)=[O:10])[CH:5]=[CH:6][CH:7]=1.[Li+].[OH-].Cl. The catalyst is C1COCC1.O. The product is [F:1][C:2]1[CH:3]=[C:4]([CH:8]([NH:14][C:15]2[CH:20]=[CH:19][CH:18]=[C:17]([F:21])[CH:16]=2)[C:9]([OH:11])=[O:10])[CH:5]=[CH:6][CH:7]=1. The yield is 0.990. (6) The reactants are O[Li].O.C([O:7][CH:8]1[C:12]2[N:13]=[CH:14][N:15]=[C:16]([N:17]3[CH2:22][CH2:21][N:20]([C:23]([O:25][C:26]([CH3:29])([CH3:28])[CH3:27])=[O:24])[CH2:19][CH2:18]3)[C:11]=2[C@H:10]([CH3:30])[CH2:9]1)(=O)C.C1COCC1.[NH4+].[Cl-]. The catalyst is O. The product is [OH:7][CH:8]1[C:12]2[N:13]=[CH:14][N:15]=[C:16]([N:17]3[CH2:22][CH2:21][N:20]([C:23]([O:25][C:26]([CH3:29])([CH3:28])[CH3:27])=[O:24])[CH2:19][CH2:18]3)[C:11]=2[C@H:10]([CH3:30])[CH2:9]1. The yield is 0.564.